Dataset: Ames mutagenicity test results for genotoxicity prediction. Task: Regression/Classification. Given a drug SMILES string, predict its toxicity properties. Task type varies by dataset: regression for continuous values (e.g., LD50, hERG inhibition percentage) or binary classification for toxic/non-toxic outcomes (e.g., AMES mutagenicity, cardiotoxicity, hepatotoxicity). Dataset: ames. (1) The drug is OCCN(CCO)c1ccc(N=Nc2ccc(N(CCO)CCO)nc2)cc1. The result is 0 (non-mutagenic). (2) The drug is COc1ccc([N+](=O)[O-])cc1[N+](=O)[O-]. The result is 1 (mutagenic).